This data is from Full USPTO retrosynthesis dataset with 1.9M reactions from patents (1976-2016). The task is: Predict the reactants needed to synthesize the given product. (1) Given the product [NH2:19][C:18]([NH:30][CH2:31][CH2:32][CH2:33][C:34]1[CH:94]=[CH:93][C:37]([CH2:38][C:39]2[C:40]([CH3:92])=[CH:41][C:42]([OH:84])=[C:43]([C@@H:45]3[O:74][C@H:73]([CH2:75][OH:76])[C@@H:64]([OH:65])[C@H:55]([OH:56])[C@H:46]3[OH:47])[CH:44]=2)=[CH:36][CH:35]=1)=[NH:17], predict the reactants needed to synthesize it. The reactants are: C(OCC)(=O)C.C(OC([NH:17][C:18]([NH:30][CH2:31]/[CH:32]=[CH:33]/[C:34]1[CH:94]=[CH:93][C:37]([CH2:38][C:39]2[C:40]([CH3:92])=[CH:41][C:42]([O:84]CC3C=CC=CC=3)=[C:43]([C@@H:45]3[O:74][C@H:73]([CH2:75][O:76]CC4C=CC=CC=4)[C@@H:64]([O:65]CC4C=CC=CC=4)[C@H:55]([O:56]CC4C=CC=CC=4)[C@H:46]3[O:47]CC3C=CC=CC=3)[CH:44]=2)=[CH:36][CH:35]=1)=[N:19]C(OCC1C=CC=CC=1)=O)=O)C1C=CC=CC=1. (2) Given the product [Cl:6][CH2:2][Cl:1].[CH3:13][OH:15].[NH3:11].[Cl:6][C:7]1[CH:14]=[C:13]([CH:12]=[C:9]([C:10]#[N:11])[CH:8]=1)[O:15][C:16]1[C:17]([CH3:28])=[N:18][NH:19][C:20]=1[CH2:21][N:22]1[CH2:27][CH2:26][N:25]([C:2]([O:4][CH3:5])=[O:3])[CH2:24][CH2:23]1, predict the reactants needed to synthesize it. The reactants are: [Cl:1][C:2]([O:4][CH3:5])=[O:3].[Cl:6][C:7]1[CH:8]=[C:9]([CH:12]=[C:13]([O:15][C:16]2[C:17]([CH3:28])=[N:18][NH:19][C:20]=2[CH2:21][N:22]2[CH2:27][CH2:26][NH:25][CH2:24][CH2:23]2)[CH:14]=1)[C:10]#[N:11].C(N(CC)CC)C. (3) Given the product [Cl:1][C:2]1[CH:25]=[CH:24][CH:23]=[C:22]([Cl:26])[C:3]=1[CH2:4][O:5][C:6]1[C:7]([NH2:21])=[N:8][CH:9]=[C:10]([C:12]2[CH:13]=[C:14]3[C:18](=[CH:19][CH:20]=2)[NH:17][CH:16]=[C:15]3[C:38]2[CH2:39][CH2:40][N:35]([CH3:34])[CH2:36][CH:37]=2)[CH:11]=1, predict the reactants needed to synthesize it. The reactants are: [Cl:1][C:2]1[CH:25]=[CH:24][CH:23]=[C:22]([Cl:26])[C:3]=1[CH2:4][O:5][C:6]1[C:7]([NH2:21])=[N:8][CH:9]=[C:10]([C:12]2[CH:13]=[C:14]3[C:18](=[CH:19][CH:20]=2)[NH:17][CH:16]=[CH:15]3)[CH:11]=1.FC(F)(F)C(O)=O.[CH3:34][N:35]1[CH2:40][CH2:39][C:38](=O)[CH2:37][CH2:36]1.